Predict the product of the given reaction. From a dataset of Forward reaction prediction with 1.9M reactions from USPTO patents (1976-2016). (1) Given the reactants [CH3:1][O:2][C:3]1[CH:11]=[C:10]([CH3:12])[C:6]([C:7](Cl)=[O:8])=[CH:5][N:4]=1.[OH-].[NH4+:14], predict the reaction product. The product is: [CH3:1][O:2][C:3]1[CH:11]=[C:10]([CH3:12])[C:6]([C:7]([NH2:14])=[O:8])=[CH:5][N:4]=1. (2) Given the reactants [CH3:1][O:2][C:3]1[CH:9]=[CH:8][C:7]([C:10]2[O:14][CH:13]=[N:12][CH:11]=2)=[CH:6][C:4]=1[NH2:5].[Cl:15][C:16]1[CH:17]=[C:18]([CH:21]=O)[S:19][CH:20]=1, predict the reaction product. The product is: [Cl:15][C:16]1[CH:17]=[C:18]([CH:21]=[N:5][C:4]2[CH:6]=[C:7]([C:10]3[O:14][CH:13]=[N:12][CH:11]=3)[CH:8]=[CH:9][C:3]=2[O:2][CH3:1])[S:19][CH:20]=1. (3) The product is: [CH3:1][O:2][C:3]([C:5]1[N:6]([CH3:11])[N:7]=[C:8]([O:10][CH2:24][C:14]2[C:15]([CH:18]3[CH2:23][CH2:22][O:21][CH2:20][CH2:19]3)=[N:16][O:17][C:13]=2[CH3:12])[CH:9]=1)=[O:4]. Given the reactants [CH3:1][O:2][C:3]([C:5]1[N:6]([CH3:11])[N:7]=[C:8]([OH:10])[CH:9]=1)=[O:4].[CH3:12][C:13]1[O:17][N:16]=[C:15]([CH:18]2[CH2:23][CH2:22][O:21][CH2:20][CH2:19]2)[C:14]=1[CH2:24]O.C1(P(C2C=CC=CC=2)C2C=CC=CC=2)C=CC=CC=1.N(C(OC(C)C)=O)=NC(OC(C)C)=O, predict the reaction product. (4) Given the reactants [CH3:1][C:2]1[S:10][C:9]2[CH:8]([OH:11])[CH2:7][NH:6][CH2:5][C:4]=2[CH:3]=1.[Br:12][C:13]1[C:14]([Cl:20])=[C:15](F)[CH:16]=[CH:17][CH:18]=1, predict the reaction product. The product is: [Br:12][C:13]1[C:14]([Cl:20])=[C:15]([O:11][CH:8]2[CH2:7][NH:6][CH2:5][C:4]3[CH:3]=[C:2]([CH3:1])[S:10][C:9]2=3)[CH:16]=[CH:17][CH:18]=1. (5) Given the reactants [F:1][C:2]1[CH:22]=[CH:21][C:5]([O:6][CH2:7][CH:8]2[CH2:13][CH2:12][CH2:11][N:10](C(OC(C)(C)C)=O)[CH2:9]2)=[CH:4][CH:3]=1.[ClH:23], predict the reaction product. The product is: [ClH:23].[F:1][C:2]1[CH:3]=[CH:4][C:5]([O:6][CH2:7][CH:8]2[CH2:13][CH2:12][CH2:11][NH:10][CH2:9]2)=[CH:21][CH:22]=1. (6) Given the reactants [H-].[Na+].[CH3:3][O:4][C:5]1[CH:6]=[C:7]([S:13]([N:16]2[CH:20]=[CH:19][C:18]([CH:21]=O)=[CH:17]2)(=[O:15])=[O:14])[CH:8]=[CH:9][C:10]=1[O:11][CH3:12].C(OP([CH2:31]/[CH:32]=[CH:33]/[C:34]([O:36][CH2:37][CH3:38])=[O:35])(OCC)=O)C.C([O-])(O)=O.[Na+], predict the reaction product. The product is: [CH3:3][O:4][C:5]1[CH:6]=[C:7]([S:13]([N:16]2[CH:20]=[CH:19][C:18]([CH:21]=[CH:31][CH:32]=[CH:33][C:34]([O:36][CH2:37][CH3:38])=[O:35])=[CH:17]2)(=[O:14])=[O:15])[CH:8]=[CH:9][C:10]=1[O:11][CH3:12]. (7) Given the reactants [F:1][C:2]1[N:7]=[CH:6][C:5]([C:8]2[N:17]=[C:16]3[C:11]([CH:12]=[C:13]([C:22]([O:24]CC)=[O:23])[C:14]([C:18]([F:21])([F:20])[F:19])=[N:15]3)=[CH:10][CH:9]=2)=[CH:4][CH:3]=1.O.O.[OH-].[Li+].Cl, predict the reaction product. The product is: [F:1][C:2]1[N:7]=[CH:6][C:5]([C:8]2[N:17]=[C:16]3[C:11]([CH:12]=[C:13]([C:22]([OH:24])=[O:23])[C:14]([C:18]([F:21])([F:19])[F:20])=[N:15]3)=[CH:10][CH:9]=2)=[CH:4][CH:3]=1. (8) The product is: [CH2:23]([CH:27]1[CH2:32][CH2:31][N:30]([CH2:2][CH2:3][CH2:4][N:5]2[C:14]3[C:9](=[CH:10][CH:11]=[C:12]([CH3:15])[CH:13]=3)[CH:8]=[CH:7][C:6]2=[O:16])[CH2:29][CH2:28]1)[CH2:24][CH2:25][CH3:26]. Given the reactants Cl[CH2:2][CH2:3][CH2:4][N:5]1[C:14]2[C:9](=[CH:10][CH:11]=[C:12]([CH3:15])[CH:13]=2)[CH:8]=[CH:7][C:6]1=[O:16].C([O-])([O-])=O.[K+].[K+].[CH2:23]([CH:27]1[CH2:32][CH2:31][NH:30][CH2:29][CH2:28]1)[CH2:24][CH2:25][CH3:26].CCOC(C)=O, predict the reaction product. (9) Given the reactants C(O[C:4]([C:6]1[C:7](=[O:23])[N:8]([CH2:18][CH2:19][CH:20]([CH3:22])[CH3:21])[N:9]=[C:10]([N:13]2[CH2:17][CH2:16][CH2:15][CH2:14]2)[C:11]=1[OH:12])=O)C.[NH2:24][C:25]1[CH:30]=[CH:29][C:28]([NH:31][S:32]([CH3:35])(=[O:34])=[O:33])=[CH:27][C:26]=1[S:36]([NH2:39])(=[O:38])=[O:37].C1CCN2C(=NCCC2)CC1, predict the reaction product. The product is: [OH:12][C:11]1[C:10]([N:13]2[CH2:14][CH2:15][CH2:16][CH2:17]2)=[N:9][N:8]([CH2:18][CH2:19][CH:20]([CH3:21])[CH3:22])[C:7](=[O:23])[C:6]=1[C:4]1[NH:39][S:36](=[O:38])(=[O:37])[C:26]2[CH:27]=[C:28]([NH:31][S:32]([CH3:35])(=[O:33])=[O:34])[CH:29]=[CH:30][C:25]=2[N:24]=1.